From a dataset of Forward reaction prediction with 1.9M reactions from USPTO patents (1976-2016). Predict the product of the given reaction. (1) The product is: [Cl:1][C:2]1[N:10]=[C:9]2[C:5]([N:6]=[C:7]([CH2:13][N:14]3[CH2:15][CH2:16][C:17]4([CH2:32][NH:33][C:34](=[O:42])[CH2:35]4)[CH2:18][CH2:19]3)[N:8]2[CH2:11][CH3:12])=[C:4]([N:26]2[CH2:31][CH2:30][O:29][CH2:28][CH2:27]2)[N:3]=1. Given the reactants [Cl:1][C:2]1[N:10]=[C:9]2[C:5]([N:6]=[C:7]([CH2:13][N:14]3[CH2:19][CH2:18][CH:17](N4CC(F)(F)C4)[CH2:16][CH2:15]3)[N:8]2[CH2:11][CH3:12])=[C:4]([N:26]2[CH2:31][CH2:30][O:29][CH2:28][CH2:27]2)[N:3]=1.[CH2:32]1C2(CCNCC2)[CH2:35][C:34](=[O:42])[NH:33]1, predict the reaction product. (2) Given the reactants N1C=CC=CC=1.[F:7][C:8]([F:21])([F:20])[S:9]([O:12]S(C(F)(F)F)(=O)=O)(=[O:11])=[O:10].O=[C:23]1[CH2:28][CH2:27][CH:26]([C:29]([O:31][CH2:32][CH3:33])=[O:30])[CH2:25][CH2:24]1, predict the reaction product. The product is: [F:7][C:8]([F:21])([F:20])[S:9]([O:12][C:23]1[CH2:28][CH2:27][CH:26]([C:29]([O:31][CH2:32][CH3:33])=[O:30])[CH2:25][CH:24]=1)(=[O:11])=[O:10]. (3) The product is: [C:29]([C:26]1([C:22]2[CH:21]=[C:20]([CH:25]=[CH:24][CH:23]=2)[C:19]([NH:18][C:16]2[CH:17]=[C:12]([O:11][C:6]3[N:5]=[C:4]4[S:3][C:2]([NH:1][C:36]([CH:33]5[CH2:35][CH2:34]5)=[O:37])=[N:10][C:9]4=[CH:8][CH:7]=3)[CH:13]=[CH:14][C:15]=2[CH3:32])=[O:31])[CH2:27][CH2:28]1)#[N:30]. Given the reactants [NH2:1][C:2]1[S:3][C:4]2[C:9]([N:10]=1)=[CH:8][CH:7]=[C:6]([O:11][C:12]1[CH:13]=[CH:14][C:15]([CH3:32])=[C:16]([NH:18][C:19](=[O:31])[C:20]3[CH:25]=[CH:24][CH:23]=[C:22]([C:26]4([C:29]#[N:30])[CH2:28][CH2:27]4)[CH:21]=3)[CH:17]=1)[N:5]=2.[CH:33]1([C:36](Cl)=[O:37])[CH2:35][CH2:34]1, predict the reaction product.